From a dataset of Catalyst prediction with 721,799 reactions and 888 catalyst types from USPTO. Predict which catalyst facilitates the given reaction. (1) Reactant: [Br:1][C:2]1[C:11]2[C:6](=[CH:7][C:8]([Cl:12])=[CH:9][CH:10]=2)[CH:5]=[N+:4]([O-])[CH:3]=1.P(Cl)(Cl)([Cl:16])=O. Product: [Br:1][C:2]1[C:11]2[C:6](=[CH:7][C:8]([Cl:12])=[CH:9][CH:10]=2)[C:5]([Cl:16])=[N:4][CH:3]=1. The catalyst class is: 789. (2) Reactant: [CH3:1][O:2][C:3]([C:5]1([S:11]([C:14]2[CH:19]=[CH:18][C:17]([O:20][CH2:21][C:22]#[C:23][CH3:24])=[CH:16][CH:15]=2)(=[O:13])=[O:12])[CH2:10][CH2:9][NH:8][CH2:7][CH2:6]1)=[O:4].[CH3:25][C:26]1([CH3:36])[O:31][CH2:30][C:29]([C:33](O)=[O:34])([CH3:32])[CH2:28][O:27]1.ON1C2C=CC=CC=2N=N1.Cl.CN(C)CCCN=C=NCC.CN1CCOCC1. Product: [CH2:21]([O:20][C:17]1[CH:16]=[CH:15][C:14]([S:11]([C:5]2([C:3]([O:2][CH3:1])=[O:4])[CH2:10][CH2:9][N:8]([C:33]([C:29]3([CH3:32])[CH2:28][O:27][C:26]([CH3:36])([CH3:25])[O:31][CH2:30]3)=[O:34])[CH2:7][CH2:6]2)(=[O:13])=[O:12])=[CH:19][CH:18]=1)[C:22]#[C:23][CH3:24]. The catalyst class is: 9.